From a dataset of Full USPTO retrosynthesis dataset with 1.9M reactions from patents (1976-2016). Predict the reactants needed to synthesize the given product. (1) Given the product [Cl:35][C:36]1[N:37]([CH2:52][C:53]2[CH:54]=[CH:55][C:56]([CH:59]3[CH2:63][CH2:62][CH2:61][NH:60]3)=[CH:57][CH:58]=2)[CH:38]=[C:39]2[C:44]=1[C:43](=[O:45])[N:42]([CH3:46])[C:41](=[O:47])[N:40]2[CH2:48][CH:49]([CH3:51])[CH3:50], predict the reactants needed to synthesize it. The reactants are: BrCC1C=CC(C2CCCN2C(OC(C)(C)C)=O)=CC=1.ClCC1C=CC(C2C=CC=CN=2)=CC=1.[Cl:35][C:36]1[N:37]([CH2:52][C:53]2[CH:58]=[CH:57][C:56]([CH:59]3[CH2:63][CH2:62][CH2:61][N:60]3C(OC(C)(C)C)=O)=[CH:55][CH:54]=2)[CH:38]=[C:39]2[C:44]=1[C:43](=[O:45])[N:42]([CH3:46])[C:41](=[O:47])[N:40]2[CH2:48][CH:49]([CH3:51])[CH3:50].C(O)(C(F)(F)F)=O. (2) Given the product [CH2:2]([NH:9][C:10]1[C:15]([NH:16][N:17]=[CH:26][C:22]2[O:21][CH:25]=[CH:24][CH:23]=2)=[N:14][C:13]2=[N:18][O:19][N:20]=[C:12]2[N:11]=1)[C:3]1[CH:4]=[CH:5][CH:6]=[CH:7][CH:8]=1, predict the reactants needed to synthesize it. The reactants are: Cl.[CH2:2]([NH:9][C:10]1[C:15]([NH:16][NH2:17])=[N:14][C:13]2=[N:18][O:19][N:20]=[C:12]2[N:11]=1)[C:3]1[CH:8]=[CH:7][CH:6]=[CH:5][CH:4]=1.[O:21]1[CH:25]=[CH:24][CH:23]=[C:22]1[CH:26]=O. (3) Given the product [CH3:29][O:28][CH2:27][CH2:26][O:25][C:23]([N:11]1[CH2:10][CH:9]2[CH2:14][CH:13]([N:8]2[C:6]([O:5][C:1]([CH3:4])([CH3:2])[CH3:3])=[O:7])[CH2:12]1)=[O:24], predict the reactants needed to synthesize it. The reactants are: [C:1]([O:5][C:6]([N:8]1[CH:13]2[CH2:14][CH:9]1[CH2:10][NH:11][CH2:12]2)=[O:7])([CH3:4])([CH3:3])[CH3:2].C(N(CC)CC)C.Cl[C:23]([O:25][CH2:26][CH2:27][O:28][CH3:29])=[O:24]. (4) Given the product [Br:19][C:20]1[CH:25]=[N:24][C:23]2[C:26]3[C:27]([O:36][CH3:37])=[CH:28][CH:29]=[C:30]([S:32]([CH3:35])(=[O:34])=[O:33])[C:31]=3[NH:38][C:22]=2[CH:21]=1, predict the reactants needed to synthesize it. The reactants are: BrC1C=NC2C3C=CC(C(OC)=O)=CC=3NC=2C=1.[Br:19][C:20]1[CH:21]=[C:22]([N+:38]([O-])=O)[C:23]([C:26]2[CH:31]=[C:30]([S:32]([CH3:35])(=[O:34])=[O:33])[CH:29]=[CH:28][C:27]=2[O:36][CH3:37])=[N:24][CH:25]=1. (5) The reactants are: [C:1]([C:3]1[CH:8]=[CH:7][C:6]([C:9]2[CH:10]=[N:11][N:12]3[CH:17]=[CH:16][C:15]([C:18]4[CH:26]=[CH:25][C:21]([C:22]([OH:24])=O)=[CH:20][CH:19]=4)=[N:14][C:13]=23)=[CH:5][CH:4]=1)#[N:2].CN1CCOCC1.CN(C(ON1N=NC2C=CC=NC1=2)=[N+](C)C)C.F[P-](F)(F)(F)(F)F.[CH3:58][N:59]1[CH2:64][CH2:63][NH:62][CH2:61][CH2:60]1. Given the product [CH3:58][N:59]1[CH2:64][CH2:63][N:62]([C:22]([C:21]2[CH:20]=[CH:19][C:18]([C:15]3[CH:16]=[CH:17][N:12]4[N:11]=[CH:10][C:9]([C:6]5[CH:5]=[CH:4][C:3]([C:1]#[N:2])=[CH:8][CH:7]=5)=[C:13]4[N:14]=3)=[CH:26][CH:25]=2)=[O:24])[CH2:61][CH2:60]1, predict the reactants needed to synthesize it.